Task: Predict the product of the given reaction.. Dataset: Forward reaction prediction with 1.9M reactions from USPTO patents (1976-2016) (1) Given the reactants Cl.Cl[CH2:3][C:4]1[C:5]([NH:16][CH2:17][CH2:18][NH:19][C:20](=[O:22])[CH3:21])=[N:6][C:7]2[C:12]([CH:13]=1)=[CH:11][C:10]([O:14][CH3:15])=[CH:9][CH:8]=2.[CH3:23][O:24][C:25]1[CH:26]=[C:27]2[C:32](=[CH:33][C:34]=1[O:35][CH3:36])[C:31]([CH3:37])=[N:30][C:29]([OH:38])=[CH:28]2.[Li+].[OH-], predict the reaction product. The product is: [OH:38][C:29]1[N:30]=[C:31]([CH3:37])[C:32]2[C:27]([C:28]=1[CH2:3][C:4]1[C:5]([NH:16][CH2:17][CH2:18][NH:19][C:20](=[O:22])[CH3:21])=[N:6][C:7]3[C:12]([CH:13]=1)=[CH:11][C:10]([O:14][CH3:15])=[CH:9][CH:8]=3)=[CH:26][C:25]([O:24][CH3:23])=[C:34]([O:35][CH3:36])[CH:33]=2. (2) Given the reactants [F:1][C:2]1[CH:7]=[CH:6][C:5]([NH:8][C:9]([C:11]2[N:15]([CH3:16])[CH:14]=[C:13]([C:17](=[O:23])[C:18]([O:20]CC)=O)[CH:12]=2)=[O:10])=[CH:4][C:3]=1[CH3:24].[CH:25]([NH2:28])([CH3:27])[CH3:26], predict the reaction product. The product is: [F:1][C:2]1[CH:7]=[CH:6][C:5]([NH:8][C:9]([C:11]2[N:15]([CH3:16])[CH:14]=[C:13]([C:17](=[O:23])[C:18]([NH:28][CH:25]([CH3:27])[CH3:26])=[O:20])[CH:12]=2)=[O:10])=[CH:4][C:3]=1[CH3:24].